Dataset: Forward reaction prediction with 1.9M reactions from USPTO patents (1976-2016). Task: Predict the product of the given reaction. (1) The product is: [NH2:12][C:11]1[C:7]([N:4]2[CH2:5][CH2:6][C:2]([CH3:1])([CH3:17])[C:3]2=[O:16])=[N:8][N:9]([CH3:15])[CH:10]=1. Given the reactants [CH3:1][C:2]1([CH3:17])[CH2:6][CH2:5][N:4]([C:7]2[C:11]([N+:12]([O-])=O)=[CH:10][N:9]([CH3:15])[N:8]=2)[C:3]1=[O:16].C1COCC1, predict the reaction product. (2) Given the reactants [N:1]1([C:6]([O:8][CH2:9][C:10]2[CH:15]=[CH:14][CH:13]=[CH:12][CH:11]=2)=[O:7])[CH2:5][CH:4]=[CH:3][CH2:2]1.ClC1C=CC=C(C(OO)=[O:24])C=1, predict the reaction product. The product is: [C@H:3]12[O:24][C@H:4]1[CH2:5][N:1]([C:6]([O:8][CH2:9][C:10]1[CH:15]=[CH:14][CH:13]=[CH:12][CH:11]=1)=[O:7])[CH2:2]2. (3) Given the reactants [I:1][C:2]1[CH:3]=[C:4]([SH:8])[CH:5]=[CH:6][CH:7]=1.C1(C)C=CC(S(O[CH2:19][CH:20]2[CH2:24][CH2:23][CH2:22][N:21]2[C:25]([O:27][C:28]([CH3:31])([CH3:30])[CH3:29])=[O:26])(=O)=O)=CC=1.[OH-].[K+], predict the reaction product. The product is: [I:1][C:2]1[CH:3]=[C:4]([S:8][CH2:19][CH:20]2[CH2:24][CH2:23][CH2:22][N:21]2[C:25]([O:27][C:28]([CH3:29])([CH3:31])[CH3:30])=[O:26])[CH:5]=[CH:6][CH:7]=1. (4) Given the reactants [Cl:1][C:2]1[CH:10]=[C:9]([C:11]#[C:12][C:13]2[N:17](S(C3C=CC(C)=CC=3)(=O)=O)[N:16]=[CH:15][CH:14]=2)[C:5]2[O:6][CH2:7][O:8][C:4]=2[C:3]=1[NH:28][C:29]1[C:38]2[C:33](=[CH:34][C:35]([O:41][CH2:42][CH2:43][CH2:44][N:45]3[CH2:50][CH2:49][O:48][CH2:47][CH2:46]3)=[C:36]([O:39][CH3:40])[CH:37]=2)[N:32]=[CH:31][N:30]=1.[OH-].[Na+].[Cl-].[NH4+], predict the reaction product. The product is: [Cl:1][C:2]1[CH:10]=[C:9]([C:11]#[C:12][C:13]2[NH:17][N:16]=[CH:15][CH:14]=2)[C:5]2[O:6][CH2:7][O:8][C:4]=2[C:3]=1[NH:28][C:29]1[C:38]2[C:33](=[CH:34][C:35]([O:41][CH2:42][CH2:43][CH2:44][N:45]3[CH2:50][CH2:49][O:48][CH2:47][CH2:46]3)=[C:36]([O:39][CH3:40])[CH:37]=2)[N:32]=[CH:31][N:30]=1. (5) Given the reactants Cl[C:2]1[CH:3]=[C:4]([NH2:9])[CH:5]=[CH:6][C:7]=1F.COC1C=C(C=CC=1OC)C=O.C([BH3-])#N.[Na+].[OH-].[Na+].Cl[C:29]1[NH:30][CH2:31][N:32]=[C:33]2[C:38]=1[CH:37]=[C:36]([N+:39]([O-:41])=[O:40])[C:35]([F:42])=[CH:34]2.C([O-])([O-])=O.[K+].[K+], predict the reaction product. The product is: [NH:9]([C:29]1[C:38]2[C:33](=[CH:34][C:35]([F:42])=[C:36]([N+:39]([O-:41])=[O:40])[CH:37]=2)[N:32]=[CH:31][N:30]=1)[C:4]1[CH:5]=[CH:6][CH:7]=[CH:2][CH:3]=1. (6) Given the reactants [C:1]1([C:33]2[CH:38]=[CH:37][CH:36]=[CH:35][CH:34]=2)[CH:6]=[CH:5][C:4]([C:7]2[N:12]=[C:11]3[CH:13]=[C:14]([C:24](=[O:31])[CH2:25][CH2:26][C:27]([O:29]C)=[O:28])[N:15]([CH2:16][O:17][CH2:18][CH2:19][Si:20]([CH3:23])([CH3:22])[CH3:21])[C:10]3=[CH:9][C:8]=2[Cl:32])=[CH:3][CH:2]=1.O[Li].O.Cl, predict the reaction product. The product is: [C:1]1([C:33]2[CH:34]=[CH:35][CH:36]=[CH:37][CH:38]=2)[CH:2]=[CH:3][C:4]([C:7]2[N:12]=[C:11]3[CH:13]=[C:14]([C:24](=[O:31])[CH2:25][CH2:26][C:27]([OH:29])=[O:28])[N:15]([CH2:16][O:17][CH2:18][CH2:19][Si:20]([CH3:22])([CH3:23])[CH3:21])[C:10]3=[CH:9][C:8]=2[Cl:32])=[CH:5][CH:6]=1.